This data is from Orexin1 receptor HTS with 218,158 compounds and 233 confirmed actives. The task is: Binary Classification. Given a drug SMILES string, predict its activity (active/inactive) in a high-throughput screening assay against a specified biological target. (1) The molecule is OC(c1ccccc1)(c1ccccc1)C#CCN(CC)CC. The result is 0 (inactive). (2) The drug is S(=O)(=O)(Cc1noc(c1C(=O)NCCC)C(=O)NCCC)c1cc(OC)ccc1. The result is 0 (inactive). (3) The drug is S1(=O)(=O)CC2N(C(/SC2C1)=N/C(=O)C1CCCCC1)c1cc(ccc1)C(=O)C. The result is 0 (inactive). (4) The drug is O=C(NCc1ccccc1)c1c(cccc1)C(O)=O. The result is 0 (inactive).